This data is from Catalyst prediction with 721,799 reactions and 888 catalyst types from USPTO. The task is: Predict which catalyst facilitates the given reaction. (1) Reactant: [CH3:1][N:2]1[C:11]2[C:6](=[CH:7][C:8]([C:12]3[N:17]=[C:16]([C:18]([O:20][C:21]([CH3:24])([CH3:23])[CH3:22])=[O:19])[CH:15]=[CH:14][CH:13]=3)=[CH:9][CH:10]=2)[NH:5][CH2:4][CH2:3]1.[S:25]1[C:29]2[CH:30]=[CH:31][CH:32]=[CH:33][C:28]=2[N:27]=[C:26]1[NH:34][C:35](=O)[O:36]C1C=CC([N+]([O-])=O)=CC=1. Product: [S:25]1[C:29]2[CH:30]=[CH:31][CH:32]=[CH:33][C:28]=2[N:27]=[C:26]1[NH:34][C:35]([N:5]1[C:6]2[C:11](=[CH:10][CH:9]=[C:8]([C:12]3[N:17]=[C:16]([C:18]([O:20][C:21]([CH3:24])([CH3:23])[CH3:22])=[O:19])[CH:15]=[CH:14][CH:13]=3)[CH:7]=2)[N:2]([CH3:1])[CH2:3][CH2:4]1)=[O:36]. The catalyst class is: 10. (2) Reactant: C([N:8]1[CH2:14][C:13]2[N:15]=[CH:16][C:17]([N:19]([CH2:21][CH:22]3[CH2:24][CH2:23]3)[CH3:20])=[N:18][C:12]=2[O:11][CH2:10][CH2:9]1)C1C=CC=CC=1.C(OCC)(=O)C.[ClH:31]. Product: [ClH:31].[CH:22]1([CH2:21][N:19]([CH3:20])[C:17]2[CH:16]=[N:15][C:13]3[CH2:14][NH:8][CH2:9][CH2:10][O:11][C:12]=3[N:18]=2)[CH2:23][CH2:24]1. The catalyst class is: 105.